This data is from Full USPTO retrosynthesis dataset with 1.9M reactions from patents (1976-2016). The task is: Predict the reactants needed to synthesize the given product. (1) Given the product [CH:39]1[C:40]2[C:45](=[CH:44][CH:43]=[CH:42][CH:41]=2)[CH:46]=[CH:47][C:38]=1[CH2:37][O:1][CH:2]1[CH:7]([C:8]2[CH:9]=[CH:10][C:11]([O:14][CH2:15][CH2:16][CH2:17][C:18]3([C:23]4[CH:28]=[CH:27][CH:26]=[CH:25][CH:24]=4)[O:22][CH2:21][CH2:20][O:19]3)=[CH:12][CH:13]=2)[CH2:6][CH2:5][N:4]([C:29]([O:31][C:32]([CH3:35])([CH3:34])[CH3:33])=[O:30])[CH2:3]1, predict the reactants needed to synthesize it. The reactants are: [OH:1][CH:2]1[CH:7]([C:8]2[CH:13]=[CH:12][C:11]([O:14][CH2:15][CH2:16][CH2:17][C:18]3([C:23]4[CH:28]=[CH:27][CH:26]=[CH:25][CH:24]=4)[O:22][CH2:21][CH2:20][O:19]3)=[CH:10][CH:9]=2)[CH2:6][CH2:5][N:4]([C:29]([O:31][C:32]([CH3:35])([CH3:34])[CH3:33])=[O:30])[CH2:3]1.Br[CH2:37][C:38]1[CH:47]=[CH:46][C:45]2[C:40](=[CH:41][CH:42]=[CH:43][CH:44]=2)[CH:39]=1. (2) Given the product [OH:8][C:6]1[N:5]=[C:4]([OH:9])[C:3]2[CH:11]=[CH:10][NH:1][C:2]=2[N:7]=1, predict the reactants needed to synthesize it. The reactants are: [NH2:1][C:2]1[NH:7][C:6](=[O:8])[NH:5][C:4](=[O:9])[CH:3]=1.[CH3:10][C:11]([O-])=O.[Na+].ClCC=O. (3) Given the product [ClH:43].[OH:8][C@H:9]([CH2:35][O:36][C:37]1[CH:38]=[CH:39][CH:40]=[CH:41][CH:42]=1)[CH2:10][NH:11][CH2:12][C@H:13]1[CH2:22][CH2:21][C:20]2[C:15](=[CH:16][CH:17]=[C:18]([N:23]([CH3:34])[C:24]3[CH:33]=[CH:32][C:27]([C:28]([O:30][CH3:31])=[O:29])=[CH:26][CH:25]=3)[CH:19]=2)[O:14]1, predict the reactants needed to synthesize it. The reactants are: [Si]([O:8][C@H:9]([CH2:35][O:36][C:37]1[CH:42]=[CH:41][CH:40]=[CH:39][CH:38]=1)[CH2:10][NH:11][CH2:12][C@H:13]1[CH2:22][CH2:21][C:20]2[C:15](=[CH:16][CH:17]=[C:18]([N:23]([CH3:34])[C:24]3[CH:33]=[CH:32][C:27]([C:28]([O:30][CH3:31])=[O:29])=[CH:26][CH:25]=3)[CH:19]=2)[O:14]1)(C(C)(C)C)(C)C.[ClH:43]. (4) The reactants are: [Cl:1][C:2]1[CH:3]=[C:4]2[C:9](=[CH:10][C:11]=1[N:12]1[CH2:17][C:16]3[C:18]([CH:25]4[CH2:27][CH2:26]4)=[N:19][C:20]([C:22](O)=[O:23])=[CH:21][C:15]=3[NH:14][C:13]1=[O:28])[O:8][CH:7]([C:29]1[C:34]([F:35])=[CH:33][CH:32]=[CH:31][N:30]=1)[CH2:6][CH2:5]2.[NH2:36][CH:37]([CH2:40][OH:41])[CH2:38][OH:39].CCN=C=NCCCN(C)C.C1C=CC2N(O)N=NC=2C=1. Given the product [Cl:1][C:2]1[CH:3]=[C:4]2[C:9](=[CH:10][C:11]=1[N:12]1[CH2:17][C:16]3[C:18]([CH:25]4[CH2:26][CH2:27]4)=[N:19][C:20]([C:22]([NH:36][CH:37]([CH2:40][OH:41])[CH2:38][OH:39])=[O:23])=[CH:21][C:15]=3[NH:14][C:13]1=[O:28])[O:8][CH:7]([C:29]1[C:34]([F:35])=[CH:33][CH:32]=[CH:31][N:30]=1)[CH2:6][CH2:5]2, predict the reactants needed to synthesize it. (5) Given the product [OH:4][CH2:1][C:2]1[O:6][N:5]=[C:8]([C:9]([O:11][CH2:12][CH3:13])=[O:10])[CH:3]=1, predict the reactants needed to synthesize it. The reactants are: [CH2:1]([OH:4])[C:2]#[CH:3].[N+:5]([CH2:8][C:9]([O:11][CH2:12][CH3:13])=[O:10])([O-])=[O:6].C1N2CCN(CC2)C1.